Dataset: Forward reaction prediction with 1.9M reactions from USPTO patents (1976-2016). Task: Predict the product of the given reaction. (1) Given the reactants [Cl:1][C:2]1[CH:7]=[CH:6][C:5]([CH:8]2[C:17]3[C:12](=[CH:13][C:14]([C:18]4[N:19]=[N:20][C:21](Cl)=[CH:22][CH:23]=4)=[CH:15][CH:16]=3)[CH:11]([CH3:25])[NH:10][CH2:9]2)=[CH:4][CH:3]=1.NN, predict the reaction product. The product is: [Cl:1][C:2]1[CH:3]=[CH:4][C:5]([CH:8]2[C:17]3[C:12](=[CH:13][C:14]([C:18]4[N:19]=[N:20][CH:21]=[CH:22][CH:23]=4)=[CH:15][CH:16]=3)[CH:11]([CH3:25])[NH:10][CH2:9]2)=[CH:6][CH:7]=1. (2) Given the reactants [CH:1]1([CH2:4][O:5][C:6]2[CH:11]=[CH:10][C:9]([C:12]3([CH3:17])[O:16][CH2:15][CH2:14][O:13]3)=[CH:8][C:7]=2[C:18]2[C:19]3[N:26]([CH2:27][O:28][CH2:29][CH2:30][Si:31]([CH3:34])([CH3:33])[CH3:32])[C:25]([CH3:35])=[C:24]([C:36](O)=[O:37])[C:20]=3[N:21]=[CH:22][N:23]=2)[CH2:3][CH2:2]1.[NH2:39][C@H:40]1[CH2:45][CH2:44][C@H:43]([NH:46][C:47](=[O:53])[O:48][C:49]([CH3:52])([CH3:51])[CH3:50])[CH2:42][CH2:41]1, predict the reaction product. The product is: [CH:1]1([CH2:4][O:5][C:6]2[CH:11]=[CH:10][C:9]([C:12]3([CH3:17])[O:16][CH2:15][CH2:14][O:13]3)=[CH:8][C:7]=2[C:18]2[C:19]3[N:26]([CH2:27][O:28][CH2:29][CH2:30][Si:31]([CH3:34])([CH3:32])[CH3:33])[C:25]([CH3:35])=[C:24]([C:36]([NH:39][C@H:40]4[CH2:45][CH2:44][C@H:43]([NH:46][C:47](=[O:53])[O:48][C:49]([CH3:51])([CH3:50])[CH3:52])[CH2:42][CH2:41]4)=[O:37])[C:20]=3[N:21]=[CH:22][N:23]=2)[CH2:2][CH2:3]1. (3) Given the reactants [CH2:1]([O:3][C:4]([C:6]1[S:15][C:14]2[C:13]3[CH:16]=[CH:17][C:18]([OH:20])=[CH:19][C:12]=3[O:11][C:10]3[CH:21]=[CH:22][CH:23]=[CH:24][C:9]=3[C:8]=2[CH:7]=1)=[O:5])[CH3:2].Cl.[CH3:26][N:27]([CH3:31])[CH2:28][CH2:29]Cl, predict the reaction product. The product is: [CH2:1]([O:3][C:4]([C:6]1[S:15][C:14]2[C:13]3[CH:16]=[CH:17][C:18]([O:20][CH2:29][CH2:28][N:27]([CH3:31])[CH3:26])=[CH:19][C:12]=3[O:11][C:10]3[CH:21]=[CH:22][CH:23]=[CH:24][C:9]=3[C:8]=2[CH:7]=1)=[O:5])[CH3:2]. (4) Given the reactants C(OC([N:8]1[CH2:12][CH2:11][CH2:10][C@@H:9]1[CH2:13][O:14][C:15]1[CH:20]=[CH:19][C:18]([O:21][C:22]2[CH:27]=[CH:26][C:25]([N:28]3[CH:32]=[N:31][CH:30]=[N:29]3)=[CH:24][CH:23]=2)=[CH:17][CH:16]=1)=O)(C)(C)C.[ClH:33].O1CCOCC1, predict the reaction product. The product is: [ClH:33].[NH:8]1[CH2:12][CH2:11][CH2:10][C@@H:9]1[CH2:13][O:14][C:15]1[CH:20]=[CH:19][C:18]([O:21][C:22]2[CH:27]=[CH:26][C:25]([N:28]3[CH:32]=[N:31][CH:30]=[N:29]3)=[CH:24][CH:23]=2)=[CH:17][CH:16]=1. (5) Given the reactants [Br:1][C:2]1[C:3](F)=[C:4]2[C:10]([NH:11][C:12](=[O:17])[CH2:13][CH:14]([CH3:16])[CH3:15])=[CH:9][NH:8][C:5]2=[N:6][CH:7]=1.[NH:19]1[CH2:24][CH2:23][CH2:22][C@@H:21]([NH:25][C:26](=[O:32])[O:27][C:28]([CH3:31])([CH3:30])[CH3:29])[CH2:20]1.C(N(CC)CC)C, predict the reaction product. The product is: [Br:1][C:2]1[C:3]([N:19]2[CH2:24][CH2:23][CH2:22][C@@H:21]([NH:25][C:26](=[O:32])[O:27][C:28]([CH3:30])([CH3:29])[CH3:31])[CH2:20]2)=[C:4]2[C:10]([NH:11][C:12](=[O:17])[CH2:13][CH:14]([CH3:16])[CH3:15])=[CH:9][NH:8][C:5]2=[N:6][CH:7]=1. (6) Given the reactants C(OC(=O)[NH:10][C:11]([CH3:36])([CH3:35])[CH2:12][C:13]1[CH:18]=[CH:17][C:16]([C:19]2[N:23]=[CH:22][N:21]([C:24]3[CH:29]=[CH:28][C:27]([O:30][C:31]([F:34])([F:33])[F:32])=[CH:26][CH:25]=3)[N:20]=2)=[CH:15][CH:14]=1)C1C=CC=CC=1, predict the reaction product. The product is: [CH3:36][C:11]([NH2:10])([CH3:35])[CH2:12][C:13]1[CH:18]=[CH:17][C:16]([C:19]2[N:23]=[CH:22][N:21]([C:24]3[CH:29]=[CH:28][C:27]([O:30][C:31]([F:32])([F:34])[F:33])=[CH:26][CH:25]=3)[N:20]=2)=[CH:15][CH:14]=1. (7) Given the reactants [Cl:1][C:2]1[CH:7]=[CH:6][C:5]([C:8]2[NH:12][C:11](=[O:13])[N:10]([CH2:14][C:15]([O:17][CH3:18])=[O:16])[N:9]=2)=[CH:4][CH:3]=1.C(=O)([O-])[O-].[Cs+].[Cs+].Br[CH2:26][C:27]1[CH:28]=[C:29]([CH:34]=[CH:35][CH:36]=1)[C:30]([O:32][CH3:33])=[O:31], predict the reaction product. The product is: [Cl:1][C:2]1[CH:7]=[CH:6][C:5]([C:8]2[N:12]([CH2:26][C:27]3[CH:28]=[C:29]([C:30]([O:32][CH3:33])=[O:31])[CH:34]=[CH:35][CH:36]=3)[C:11](=[O:13])[N:10]([CH2:14][C:15]([O:17][CH3:18])=[O:16])[N:9]=2)=[CH:4][CH:3]=1. (8) Given the reactants [Cl:1][C:2]1[CH:25]=[CH:24][C:5]([CH2:6][N:7]2[C:15]3[C:10](=[CH:11][C:12](/[CH:16]=[C:17]4/[C:18](=[O:23])[NH:19][C:20](=[O:22])[S:21]/4)=[CH:13][CH:14]=3)[CH:9]=[N:8]2)=[C:4]([C:26]([F:29])([F:28])[F:27])[CH:3]=1.[NH:30]1[C:38]2[C:33](=[CH:34][C:35]([CH2:39]O)=[CH:36][CH:37]=2)[CH:32]=[CH:31]1, predict the reaction product. The product is: [Cl:1][C:2]1[CH:25]=[CH:24][C:5]([CH2:6][N:7]2[C:15]3[C:10](=[CH:11][C:12](/[CH:16]=[C:17]4/[C:18](=[O:23])[N:19]([CH2:39][C:35]5[CH:34]=[C:33]6[C:38](=[CH:37][CH:36]=5)[NH:30][CH:31]=[CH:32]6)[C:20](=[O:22])[S:21]/4)=[CH:13][CH:14]=3)[CH:9]=[N:8]2)=[C:4]([C:26]([F:27])([F:29])[F:28])[CH:3]=1. (9) Given the reactants Br[C:2]1[CH:3]=[C:4]([CH:19]=[CH:20][N:21]=1)[C:5]([NH:7][C:8]1[CH:13]=[CH:12][C:11]([O:14][C:15]([F:18])([F:17])[F:16])=[CH:10][CH:9]=1)=[O:6].[N:22]1[CH:27]=[C:26](B(O)O)[CH:25]=[N:24][CH:23]=1, predict the reaction product. The product is: [N:22]1[CH:27]=[C:26]([C:2]2[CH:3]=[C:4]([CH:19]=[CH:20][N:21]=2)[C:5]([NH:7][C:8]2[CH:13]=[CH:12][C:11]([O:14][C:15]([F:18])([F:17])[F:16])=[CH:10][CH:9]=2)=[O:6])[CH:25]=[N:24][CH:23]=1. (10) The product is: [CH3:53][O:52][C:50]1[CH:49]=[C:48]([O:54][CH3:55])[N:47]=[C:46]([CH2:45][N:1]2[C:9]3[C:4](=[CH:5][CH:6]=[CH:7][CH:8]=3)[C:3]3([C:21]4[C:12](=[CH:13][C:14]5[O:19][CH2:18][CH2:17][O:16][C:15]=5[CH:20]=4)[O:11][CH2:10]3)[C:2]2=[O:22])[N:51]=1. Given the reactants [NH:1]1[C:9]2[C:4](=[CH:5][CH:6]=[CH:7][CH:8]=2)[C:3]2([C:21]3[C:12](=[CH:13][C:14]4[O:19][CH2:18][CH2:17][O:16][C:15]=4[CH:20]=3)[O:11][CH2:10]2)[C:2]1=[O:22].N1C2C(=CC=CC=2)C2(COC3C=C4C(=CC2=3)CCO4)C1=O.Cl[CH2:45][C:46]1[N:51]=[C:50]([O:52][CH3:53])[CH:49]=[C:48]([O:54][CH3:55])[N:47]=1.ClCC1C=NC(OC)=NC=1, predict the reaction product.